This data is from Reaction yield outcomes from USPTO patents with 853,638 reactions. The task is: Predict the reaction yield, written as a fraction of the theoretical maximum amount of product (1.0 means a 100% yield; for example, 0.34 means a 34% yield). (1) The reactants are [Cl:1][C:2]1[CH:14]=[CH:13][C:5]2[S:6][C:7](B(O)O)=[C:8]([CH3:9])[C:4]=2[CH:3]=1.[Cl:15][C:16]1[CH:21]=[C:20](I)[CH:19]=[CH:18][N:17]=1.C([O-])([O-])=O.[Na+].[Na+]. The catalyst is Cl[Pd](Cl)([P](C1C=CC=CC=1)(C1C=CC=CC=1)C1C=CC=CC=1)[P](C1C=CC=CC=1)(C1C=CC=CC=1)C1C=CC=CC=1.C1COCC1.O. The product is [Cl:15][C:16]1[CH:21]=[C:20]([C:7]2[S:6][C:5]3[CH:13]=[CH:14][C:2]([Cl:1])=[CH:3][C:4]=3[C:8]=2[CH3:9])[CH:19]=[CH:18][N:17]=1. The yield is 0.790. (2) The reactants are [NH2:1][C:2]1[CH:7]=[CH:6][N:5]=[CH:4][N:3]=1.[N+:8]([C:11]1[CH:12]=[C:13]([CH:17]=[CH:18][CH:19]=1)[C:14](O)=[O:15])([O-:10])=[O:9].CCN=C=NCCCN(C)C.Cl.C(N(CC)CC)C.CN(C1C=CC=CN=1)C. The catalyst is ClCCl. The product is [N+:8]([C:11]1[CH:12]=[C:13]([CH:17]=[CH:18][CH:19]=1)[C:14]([NH:1][C:2]1[CH:7]=[CH:6][N:5]=[CH:4][N:3]=1)=[O:15])([O-:10])=[O:9]. The yield is 0.660. (3) The reactants are [NH2:1][C:2]1[CH:27]=[CH:26][C:5]([O:6][C:7]2[CH:12]=[CH:11][N:10]=[C:9]3[CH:13]=[C:14]([C:16]4[CH:25]=[CH:24][C:19]([C:20]([NH:22][CH3:23])=[O:21])=[CH:18][CH:17]=4)[S:15][C:8]=23)=[C:4]([F:28])[CH:3]=1.[CH3:29][N:30]1[CH:35]=[CH:34][CH:33]=[C:32]([C:36](O)=[O:37])[C:31]1=[O:39]. No catalyst specified. The product is [F:28][C:4]1[CH:3]=[C:2]([NH:1][C:36]([C:32]2[C:31](=[O:39])[N:30]([CH3:29])[CH:35]=[CH:34][CH:33]=2)=[O:37])[CH:27]=[CH:26][C:5]=1[O:6][C:7]1[CH:12]=[CH:11][N:10]=[C:9]2[CH:13]=[C:14]([C:16]3[CH:25]=[CH:24][C:19]([C:20](=[O:21])[NH:22][CH3:23])=[CH:18][CH:17]=3)[S:15][C:8]=12. The yield is 0.300. (4) The reactants are O[C:2]1([C:13]2[CH:18]=[CH:17][C:16]([O:19][CH3:20])=[CH:15][CH:14]=2)[CH2:5][N:4]([C:6]([O:8][C:9]([CH3:12])([CH3:11])[CH3:10])=[O:7])[CH2:3]1.C([SiH](CC)CC)C.C(O)(C(F)(F)F)=O. The catalyst is C(Cl)Cl. The product is [CH3:20][O:19][C:16]1[CH:17]=[CH:18][C:13]([CH:2]2[CH2:5][N:4]([C:6]([O:8][C:9]([CH3:12])([CH3:11])[CH3:10])=[O:7])[CH2:3]2)=[CH:14][CH:15]=1. The yield is 0.348. (5) The reactants are [NH2:1][C:2]1[NH:6][N:5]=[C:4]([C:7]([OH:9])=[O:8])[N:3]=1.O=S(Cl)Cl.[CH3:14]O. No catalyst specified. The product is [NH2:1][C:2]1[NH:6][N:5]=[C:4]([C:7]([O:9][CH3:14])=[O:8])[N:3]=1. The yield is 0.650. (6) The reactants are [CH3:1][O:2][C:3]1[CH:4]=[C:5]([C:9]2[N:10]([CH2:24][C:25]3[CH:30]=[CH:29][CH:28]=[CH:27][C:26]=3[OH:31])[C:11]3[C:12]([N:23]=2)=[N:13][CH:14]=[C:15]([C:17]2[CH:22]=[CH:21][CH:20]=[CH:19][CH:18]=2)[CH:16]=3)[CH:6]=[CH:7][CH:8]=1.[C:32]([O:35][CH2:36][CH2:37]Br)(=[O:34])[CH3:33].CN(C)C=O.C(=O)([O-])[O-].[K+].[K+]. The catalyst is O. The product is [C:32]([O:35][CH2:36][CH2:37][O:31][C:26]1[CH:27]=[CH:28][CH:29]=[CH:30][C:25]=1[CH2:24][N:10]1[C:11]2[C:12](=[N:13][CH:14]=[C:15]([C:17]3[CH:22]=[CH:21][CH:20]=[CH:19][CH:18]=3)[CH:16]=2)[N:23]=[C:9]1[C:5]1[CH:6]=[CH:7][CH:8]=[C:3]([O:2][CH3:1])[CH:4]=1)(=[O:34])[CH3:33]. The yield is 0.740. (7) The reactants are Br[C:2]1[CH:3]=[CH:4][C:5]([OH:36])=[C:6]([C:8]2[CH:17]=[CH:16][C:15]3[C:10](=[CH:11][CH:12]=[C:13]([C:18]4[N:22]([CH:23]5[CH2:28][CH2:27][CH2:26][CH2:25][CH2:24]5)[C:21]5[CH:29]=[CH:30][C:31]([C:33]([OH:35])=[O:34])=[CH:32][C:20]=5[N:19]=4)[CH:14]=3)[N:9]=2)[CH:7]=1.[OH:37]C1C=C(O)C=CC=1C(=O)C.[OH-].[K+]. The catalyst is C(O)C. The product is [CH:23]1([N:22]2[C:21]3[CH:29]=[CH:30][C:31]([C:33]([OH:35])=[O:34])=[CH:32][C:20]=3[N:19]=[C:18]2[C:13]2[CH:14]=[C:15]3[C:10](=[CH:11][CH:12]=2)[N:9]=[C:8]([C:6]2[CH:7]=[CH:2][C:3]([OH:37])=[CH:4][C:5]=2[OH:36])[CH:17]=[CH:16]3)[CH2:28][CH2:27][CH2:26][CH2:25][CH2:24]1. The yield is 0.0800.